This data is from Forward reaction prediction with 1.9M reactions from USPTO patents (1976-2016). The task is: Predict the product of the given reaction. (1) The product is: [CH:25]1([CH2:24][C@H:3]([NH:2][C:37]([C:34]2[CH:33]=[C:32]([CH3:31])[O:36][N:35]=2)=[O:38])[C:4](=[O:5])[NH:6][C@H:7]2[CH2:13][CH2:12][CH2:11][N:10]([S:14]([C:17]3[CH:22]=[CH:21][CH:20]=[CH:19][N:18]=3)(=[O:15])=[O:16])[CH2:9][C:8]2=[O:23])[CH2:30][CH2:29][CH2:28][CH2:27][CH2:26]1. Given the reactants Cl.[NH2:2][C@@H:3]([CH2:24][CH:25]1[CH2:30][CH2:29][CH2:28][CH2:27][CH2:26]1)[C:4]([NH:6][C@H:7]1[CH2:13][CH2:12][CH2:11][N:10]([S:14]([C:17]2[CH:22]=[CH:21][CH:20]=[CH:19][N:18]=2)(=[O:16])=[O:15])[CH2:9][C@@H:8]1[OH:23])=[O:5].[CH3:31][C:32]1[O:36][N:35]=[C:34]([C:37](O)=[O:38])[CH:33]=1.CC(OI1(OC(C)=O)(OC(C)=O)OC(=O)C2C=CC=CC1=2)=O, predict the reaction product. (2) Given the reactants [C:1](Cl)(=[O:3])[CH3:2].CCN(CC)CC.[OH:12][C:13]1[CH:14]=[CH:15][C:16]2[CH:20]=[C:19]([CH3:21])[S:18][C:17]=2[CH:22]=1, predict the reaction product. The product is: [C:1]([O:12][C:13]1[CH:14]=[CH:15][C:16]2[CH:20]=[C:19]([CH3:21])[S:18][C:17]=2[CH:22]=1)(=[O:3])[CH3:2]. (3) Given the reactants [CH:1]([N:4]1[C:12]2[C:7](=[CH:8][CH:9]=[CH:10][CH:11]=2)[C:6]([C:13]([NH:15][C@@H:16]2[CH2:20][N:19]([C:21]([O:23][C:24]([CH3:27])([CH3:26])[CH3:25])=[O:22])[C@H:18]([CH2:28][C:29]([O:31]C)=[O:30])[CH2:17]2)=[O:14])=[N:5]1)([CH3:3])[CH3:2].[OH-].[Na+].Cl, predict the reaction product. The product is: [C:24]([O:23][C:21]([N:19]1[CH2:20][C@@H:16]([NH:15][C:13]([C:6]2[C:7]3[C:12](=[CH:11][CH:10]=[CH:9][CH:8]=3)[N:4]([CH:1]([CH3:3])[CH3:2])[N:5]=2)=[O:14])[CH2:17][C@H:18]1[CH2:28][C:29]([OH:31])=[O:30])=[O:22])([CH3:25])([CH3:27])[CH3:26].